This data is from Reaction yield outcomes from USPTO patents with 853,638 reactions. The task is: Predict the reaction yield, written as a fraction of the theoretical maximum amount of product (1.0 means a 100% yield; for example, 0.34 means a 34% yield). (1) The reactants are Cl[C:2]1[C:11]2[C:6](=[CH:7][C:8]([O:14][CH3:15])=[C:9]([O:12][CH3:13])[CH:10]=2)[N:5]=[CH:4][CH:3]=1.[Cl:16][C:17]1[CH:18]=[CH:19][C:20]([OH:26])=[C:21]([CH:25]=1)[C:22]([NH2:24])=[O:23]. The catalyst is CN(C)C1C=CN=CC=1.ClC1C=CC=CC=1Cl. The product is [Cl:16][C:17]1[CH:18]=[CH:19][C:20]([O:26][C:2]2[C:11]3[C:6](=[CH:7][C:8]([O:14][CH3:15])=[C:9]([O:12][CH3:13])[CH:10]=3)[N:5]=[CH:4][CH:3]=2)=[C:21]([CH:25]=1)[C:22]([NH2:24])=[O:23]. The yield is 1.00. (2) The catalyst is CO. The yield is 0.830. The reactants are C1C(=O)N([I:8])C(=O)C1.[Br:9][C:10]1[CH:11]=[CH:12][C:13]([OH:17])=[N:14][C:15]=1[Cl:16]. The product is [Br:9][C:10]1[CH:11]=[C:12]([I:8])[C:13]([OH:17])=[N:14][C:15]=1[Cl:16].